This data is from Forward reaction prediction with 1.9M reactions from USPTO patents (1976-2016). The task is: Predict the product of the given reaction. (1) Given the reactants [CH2:1]1[C:3]2([CH2:8][CH2:7][CH2:6][C:5](=[O:9])[CH2:4]2)[CH2:2]1.[Li+].[CH3:11][Si]([N-][Si](C)(C)C)(C)C.IC, predict the reaction product. The product is: [CH3:11][CH:6]1[CH2:7][CH2:8][C:3]2([CH2:2][CH2:1]2)[CH2:4][C:5]1=[O:9]. (2) Given the reactants [CH2:1]([N:8]1[C:12]([CH2:13][CH2:14]O)=[CH:11][C:10]([CH3:16])=[N:9]1)[C:2]1[CH:7]=[CH:6][CH:5]=[CH:4][CH:3]=1.[H-].[Na+].[C:19]1(=[O:29])[NH:23][C:22](=[O:24])[C:21]2=[CH:25][CH:26]=[CH:27][CH:28]=[C:20]12.[K], predict the reaction product. The product is: [CH2:1]([N:8]1[C:12]([CH2:13][CH2:14][N:23]2[C:19](=[O:29])[C:20]3[C:21](=[CH:25][CH:26]=[CH:27][CH:28]=3)[C:22]2=[O:24])=[CH:11][C:10]([CH3:16])=[N:9]1)[C:2]1[CH:7]=[CH:6][CH:5]=[CH:4][CH:3]=1. (3) The product is: [CH2:6]([N:8]([CH2:9][CH3:10])[C:3](=[O:4])[CH2:2][N:11]([S:29]([C:20]1[CH:21]=[CH:22][C:23]2[C:28](=[CH:27][CH:26]=[CH:25][CH:24]=2)[CH:19]=1)(=[O:31])=[O:30])[C:12]1[CH:17]=[CH:16][C:15]([CH3:18])=[CH:14][CH:13]=1)[CH3:7]. Given the reactants Br[CH2:2][C:3](Br)=[O:4].[CH2:6]([NH:8][CH2:9][CH3:10])[CH3:7].[NH2:11][C:12]1[CH:17]=[CH:16][C:15]([CH3:18])=[CH:14][CH:13]=1.[CH:19]1[C:28]2[C:23](=[CH:24][CH:25]=[CH:26][CH:27]=2)[CH:22]=[CH:21][C:20]=1[S:29](Cl)(=[O:31])=[O:30], predict the reaction product.